This data is from Reaction yield outcomes from USPTO patents with 853,638 reactions. The task is: Predict the reaction yield, written as a fraction of the theoretical maximum amount of product (1.0 means a 100% yield; for example, 0.34 means a 34% yield). (1) The reactants are Br[C:2]1[CH:7]=[CH:6][CH:5]=[CH:4][N:3]=1.[CH2:8]([C:12]1[O:13][C:14]2[CH:20]=[CH:19][CH:18]=[C:17]([Cl:21])[C:15]=2[N:16]=1)[CH2:9][C:10]#[CH:11]. No catalyst specified. The product is [Cl:21][C:17]1[C:15]2[N:16]=[C:12]([CH2:8][CH2:9][C:10]#[C:11][C:2]3[CH:7]=[CH:6][CH:5]=[CH:4][N:3]=3)[O:13][C:14]=2[CH:20]=[CH:19][CH:18]=1. The yield is 0.110. (2) The reactants are [CH2:1]([O:3][C:4]1[NH:9][C:8](=[O:10])[CH:7]=[C:6]([CH3:11])[N:5]=1)[CH3:2].Br[CH2:13][C:14]1[CH:19]=[CH:18][C:17]([C:20]2[C:21]([C:26]#[N:27])=[CH:22][CH:23]=[CH:24][CH:25]=2)=[CH:16][CH:15]=1.C(=O)([O-])[O-].[K+].[K+]. The catalyst is C(#N)C. The product is [CH2:1]([O:3][C:4]1[N:9]([CH2:13][C:14]2[CH:15]=[CH:16][C:17]([C:20]3[C:21]([C:26]#[N:27])=[CH:22][CH:23]=[CH:24][CH:25]=3)=[CH:18][CH:19]=2)[C:8](=[O:10])[CH:7]=[C:6]([CH3:11])[N:5]=1)[CH3:2]. The yield is 0.560. (3) The reactants are [CH3:1][C:2]1([CH3:13])[O:6][B:5]([OH:7])[C:4]2[CH:8]=[CH:9][C:10]([CH3:12])=[CH:11][C:3]1=2.C(OOC(=O)C1C=CC=CC=1)(=O)C1C=CC=CC=1.C1C(=O)N([Br:39])C(=O)C1.O. The catalyst is C(Cl)(Cl)(Cl)Cl. The product is [Br:39][CH2:12][C:10]1[CH:9]=[CH:8][C:4]2[B:5]([OH:7])[O:6][C:2]([CH3:13])([CH3:1])[C:3]=2[CH:11]=1. The yield is 0.620. (4) The reactants are [CH3:1][C:2]1[C@@H:19]([O:20][C:21]([C@H:23]([OH:40])[C@@H:24]([NH:31][C:32]([C:34]2[CH:35]=[CH:36][CH:37]=[CH:38][CH:39]=2)=[O:33])[C:25]2[CH:26]=[CH:27][CH:28]=[CH:29][CH:30]=2)=[O:22])[CH2:18][C@:14]2([OH:41])[C:15]([CH3:17])([CH3:16])[C:3]=1[C@@H:4]([O:59][C:60]([CH3:62])=[O:61])[C:5]([C@@:7]1([CH3:58])[C@H:12]([C@@H:13]2[O:42][C:43]([C:45]2[CH:46]=[CH:47][CH:48]=[CH:49][CH:50]=2)=[O:44])[C@:11]2([O:53][C:54]([CH3:56])=[O:55])[CH2:51][O:52][C@@H:10]2[CH2:9][C@@H:8]1[OH:57])=[O:6].[C:63]1(=[O:70])[O:69][C:67](=[O:68])[CH2:66][CH2:65][CH2:64]1. The catalyst is N1C=CC=CC=1. The product is [CH3:1][C:2]1[C@@H:19]([O:20][C:21]([C@H:23]([OH:40])[C@@H:24]([NH:31][C:32]([C:34]2[CH:39]=[CH:38][CH:37]=[CH:36][CH:35]=2)=[O:33])[C:25]2[CH:26]=[CH:27][CH:28]=[CH:29][CH:30]=2)=[O:22])[CH2:18][C@:14]2([OH:41])[C:15]([CH3:16])([CH3:17])[C:3]=1[C@@H:4]([O:59][C:60]([CH3:62])=[O:61])[C:5]([C@@:7]1([CH3:58])[C@H:12]([C@@H:13]2[O:42][C:43]([C:45]2[CH:50]=[CH:49][CH:48]=[CH:47][CH:46]=2)=[O:44])[C@:11]2([O:53][C:54]([CH3:56])=[O:55])[CH2:51][O:52][C@@H:10]2[CH2:9][C@@H:8]1[OH:57])=[O:6].[C:63]([O-:69])(=[O:70])[CH2:64][CH2:65][CH2:66][C:67]([O-:6])=[O:68]. The yield is 0.860.